Dataset: Forward reaction prediction with 1.9M reactions from USPTO patents (1976-2016). Task: Predict the product of the given reaction. (1) Given the reactants C([O:3][C:4](=[O:27])[CH:5]([O:8][C:9]1[CH:10]=[C:11]2[C:16](=[C:17]([CH3:20])[C:18]=1[F:19])[N:15]=[CH:14][C:13]([C:21]#[C:22][Si](C)(C)C)=[CH:12]2)[S:6][CH3:7])C.[OH-].[Na+].Cl, predict the reaction product. The product is: [C:21]([C:13]1[CH:14]=[N:15][C:16]2[C:11]([CH:12]=1)=[CH:10][C:9]([O:8][CH:5]([S:6][CH3:7])[C:4]([OH:27])=[O:3])=[C:18]([F:19])[C:17]=2[CH3:20])#[CH:22]. (2) Given the reactants [CH3:1][O:2][C:3]1[CH:22]=[CH:21][C:6]([CH2:7][O:8][C@H:9]([C@H:11]([CH2:16][CH2:17][CH:18]([CH3:20])[CH3:19])[C:12](OC)=[O:13])[CH3:10])=[CH:5][CH:4]=1.[SiH2](CC)CC, predict the reaction product. The product is: [CH3:1][O:2][C:3]1[CH:4]=[CH:5][C:6]([CH2:7][O:8][C@H:9]([C@H:11]([CH2:16][CH2:17][CH:18]([CH3:19])[CH3:20])[CH:12]=[O:13])[CH3:10])=[CH:21][CH:22]=1.